Dataset: NCI-60 drug combinations with 297,098 pairs across 59 cell lines. Task: Regression. Given two drug SMILES strings and cell line genomic features, predict the synergy score measuring deviation from expected non-interaction effect. (1) Drug 1: CC1C(C(=O)NC(C(=O)N2CCCC2C(=O)N(CC(=O)N(C(C(=O)O1)C(C)C)C)C)C(C)C)NC(=O)C3=C4C(=C(C=C3)C)OC5=C(C(=O)C(=C(C5=N4)C(=O)NC6C(OC(=O)C(N(C(=O)CN(C(=O)C7CCCN7C(=O)C(NC6=O)C(C)C)C)C)C(C)C)C)N)C. Drug 2: C1CN1C2=NC(=NC(=N2)N3CC3)N4CC4. Cell line: SNB-19. Synergy scores: CSS=23.4, Synergy_ZIP=-11.3, Synergy_Bliss=-3.51, Synergy_Loewe=-3.31, Synergy_HSA=-2.45. (2) Drug 1: C(CCl)NC(=O)N(CCCl)N=O. Drug 2: COCCOC1=C(C=C2C(=C1)C(=NC=N2)NC3=CC=CC(=C3)C#C)OCCOC.Cl. Cell line: EKVX. Synergy scores: CSS=6.21, Synergy_ZIP=-2.55, Synergy_Bliss=-0.810, Synergy_Loewe=-5.01, Synergy_HSA=-2.09. (3) Drug 1: COC1=CC(=CC(=C1O)OC)C2C3C(COC3=O)C(C4=CC5=C(C=C24)OCO5)OC6C(C(C7C(O6)COC(O7)C8=CC=CS8)O)O. Drug 2: CC1=CC2C(CCC3(C2CCC3(C(=O)C)OC(=O)C)C)C4(C1=CC(=O)CC4)C. Cell line: MALME-3M. Synergy scores: CSS=26.7, Synergy_ZIP=-1.15, Synergy_Bliss=5.48, Synergy_Loewe=-52.8, Synergy_HSA=1.67. (4) Drug 1: C1=NC2=C(N1)C(=S)N=C(N2)N. Drug 2: C1=NC2=C(N=C(N=C2N1C3C(C(C(O3)CO)O)O)F)N. Cell line: T-47D. Synergy scores: CSS=0.566, Synergy_ZIP=-6.51, Synergy_Bliss=-3.90, Synergy_Loewe=-15.3, Synergy_HSA=-5.15. (5) Drug 1: COC1=NC(=NC2=C1N=CN2C3C(C(C(O3)CO)O)O)N. Drug 2: C1=NC2=C(N=C(N=C2N1C3C(C(C(O3)CO)O)F)Cl)N. Cell line: U251. Synergy scores: CSS=-7.80, Synergy_ZIP=6.05, Synergy_Bliss=4.83, Synergy_Loewe=-1.48, Synergy_HSA=-5.32. (6) Drug 1: CC1=C2C(C(=O)C3(C(CC4C(C3C(C(C2(C)C)(CC1OC(=O)C(C(C5=CC=CC=C5)NC(=O)OC(C)(C)C)O)O)OC(=O)C6=CC=CC=C6)(CO4)OC(=O)C)OC)C)OC. Drug 2: C1C(C(OC1N2C=NC3=C(N=C(N=C32)Cl)N)CO)O. Cell line: BT-549. Synergy scores: CSS=62.3, Synergy_ZIP=6.09, Synergy_Bliss=4.30, Synergy_Loewe=1.45, Synergy_HSA=6.51. (7) Drug 1: C#CCC(CC1=CN=C2C(=N1)C(=NC(=N2)N)N)C3=CC=C(C=C3)C(=O)NC(CCC(=O)O)C(=O)O. Drug 2: CC1C(C(CC(O1)OC2CC(CC3=C2C(=C4C(=C3O)C(=O)C5=C(C4=O)C(=CC=C5)OC)O)(C(=O)CO)O)N)O.Cl. Cell line: HCT116. Synergy scores: CSS=53.5, Synergy_ZIP=-4.78, Synergy_Bliss=-5.25, Synergy_Loewe=-1.14, Synergy_HSA=-0.379.